From a dataset of Forward reaction prediction with 1.9M reactions from USPTO patents (1976-2016). Predict the product of the given reaction. (1) The product is: [C:23]([NH:22][C:20]1[CH:19]=[C:18]([C:27]2[C:28]([CH3:33])=[N:29][O:30][C:31]=2[CH3:32])[N:17]=[C:16]([NH:15][C:12]2[CH:11]=[CH:10][C:9]([C:5]3([C:3]([OH:4])=[O:2])[CH2:6][CH2:7][CH2:8]3)=[CH:14][CH:13]=2)[N:21]=1)([CH3:26])([CH3:24])[CH3:25]. Given the reactants C[O:2][C:3]([C:5]1([C:9]2[CH:14]=[CH:13][C:12]([NH:15][C:16]3[N:21]=[C:20]([NH:22][C:23]([CH3:26])([CH3:25])[CH3:24])[CH:19]=[C:18]([C:27]4[C:28]([CH3:33])=[N:29][O:30][C:31]=4[CH3:32])[N:17]=3)=[CH:11][CH:10]=2)[CH2:8][CH2:7][CH2:6]1)=[O:4].CO.C1COCC1.[OH-].[Na+], predict the reaction product. (2) Given the reactants C([N:3]([CH2:15][CH3:16])[C:4](=[O:14])[C:5]1[CH:10]=[CH:9][CH:8]=[C:7]([O:11][CH3:12])[C:6]=1[CH3:13])C.C(C1[CH2:24][CH2:23][N:22]([CH3:25])[CH2:21][CH2:20]1)#N, predict the reaction product. The product is: [CH3:12][O:11][C:7]1[CH:8]=[CH:9][CH:10]=[C:5]2[C:6]=1[CH:13]=[C:15]([CH:16]1[CH2:24][CH2:23][N:22]([CH3:25])[CH2:21][CH2:20]1)[NH:3][C:4]2=[O:14]. (3) Given the reactants [CH:1]([N:3]1[CH2:8][CH2:7][N:6]([C:9]([NH:12][NH2:13])=[N:10][CH3:11])[CH2:5][CH2:4]1)=[O:2].[CH3:14]I, predict the reaction product. The product is: [CH:1]([N:3]1[CH2:4][CH2:5][N:6]([C:9]([N:12]([CH3:14])[NH2:13])=[N:10][CH3:11])[CH2:7][CH2:8]1)=[O:2]. (4) Given the reactants Cl[O-].[Na+].[CH3:4][O:5][C:6]1[CH:11]=[CH:10][C:9]([C:12]2[N:13]=[C:14]([CH2:17][CH2:18][CH2:19][CH2:20][CH2:21][CH2:22][CH:23]=[O:24])[S:15][CH:16]=2)=[CH:8][CH:7]=1.P([O-])(O)(O)=[O:26].[K+], predict the reaction product. The product is: [CH3:4][O:5][C:6]1[CH:7]=[CH:8][C:9]([C:12]2[N:13]=[C:14]([CH2:17][CH2:18][CH2:19][CH2:20][CH2:21][CH2:22][C:23]([OH:26])=[O:24])[S:15][CH:16]=2)=[CH:10][CH:11]=1. (5) Given the reactants [H-].[Na+].[CH3:3][C:4]1([CH3:18])[CH2:17][O:16][C:7]2([CH2:14][CH:13]3[CH:9]([CH2:10][C:11](=O)[CH2:12]3)[CH2:8]2)[O:6][CH2:5]1, predict the reaction product. The product is: [CH2:5]([O:6][C:7](=[O:16])[CH:8]=[C:11]1[CH2:12][CH:13]2[CH:9]([CH2:8][C:7]3([O:16][CH2:17][C:4]([CH3:18])([CH3:3])[CH2:5][O:6]3)[CH2:14]2)[CH2:10]1)[CH3:4]. (6) Given the reactants Cl[CH2:2][C:3]([N:5]1[CH2:10][CH2:9][C:8](=[O:11])[CH2:7][CH2:6]1)=[O:4].[N:12]1([C:18]([O:20][C:21]([CH3:24])([CH3:23])[CH3:22])=[O:19])[CH2:17][CH2:16][NH:15][CH2:14][CH2:13]1.C(N(C(C)C)C(C)C)C.O, predict the reaction product. The product is: [O:4]=[C:3]([N:5]1[CH2:10][CH2:9][C:8](=[O:11])[CH2:7][CH2:6]1)[CH2:2][N:15]1[CH2:14][CH2:13][N:12]([C:18]([O:20][C:21]([CH3:24])([CH3:23])[CH3:22])=[O:19])[CH2:17][CH2:16]1. (7) Given the reactants [O:1]1[C:6]2[CH:7]=[CH:8][CH:9]=[CH:10][C:5]=2[NH:4][CH:3]([CH2:11][OH:12])[CH2:2]1.C(=O)([O-])O.[Na+].[N+:18]([C:21]1[CH:22]=[C:23]([S:27](Cl)(=[O:29])=[O:28])[CH:24]=[CH:25][CH:26]=1)([O-:20])=[O:19].O, predict the reaction product. The product is: [N+:18]([C:21]1[CH:22]=[C:23]([S:27]([N:4]2[C:5]3[CH:10]=[CH:9][CH:8]=[CH:7][C:6]=3[O:1][CH2:2][CH:3]2[CH2:11][OH:12])(=[O:29])=[O:28])[CH:24]=[CH:25][CH:26]=1)([O-:20])=[O:19]. (8) Given the reactants [CH3:1][O:2][C:3]1[N:4]=[N:5][CH:6]=[CH:7][CH:8]=1.ClC1C=C(C=CC=1)C(O)=[O:14].C(=O)(O)[O-].[Na+].C(Cl)(Cl)Cl, predict the reaction product. The product is: [CH3:1][O:2][C:3]1[N:4]=[N+:5]([O-:14])[CH:6]=[CH:7][CH:8]=1. (9) Given the reactants [Cl:1][C:2]1[C:7]([Cl:8])=[C:6]([S:9](=[O:18])(=[O:17])[NH:10][C@@H:11]([CH3:16])[C:12]([F:15])([F:14])[F:13])[CH:5]=[CH:4][C:3]=1[C:19]1[S:23][C:22]([C:24]([NH2:26])=O)=[N:21][C:20]=1[C:27]([N:29]1[CH2:34][CH2:33][CH:32]([F:35])[CH2:31][CH2:30]1)=[O:28].CCN(C(C)C)C(C)C.C(OC(C(F)(F)F)=O)(C(F)(F)F)=O, predict the reaction product. The product is: [Cl:8][C:7]1[C:2]([Cl:1])=[C:3]([C:19]2[S:23][C:22]([C:24]#[N:26])=[N:21][C:20]=2[C:27]([N:29]2[CH2:30][CH2:31][CH:32]([F:35])[CH2:33][CH2:34]2)=[O:28])[CH:4]=[CH:5][C:6]=1[S:9]([NH:10][C@@H:11]([CH3:16])[C:12]([F:13])([F:15])[F:14])(=[O:18])=[O:17]. (10) Given the reactants C=[C:2]1[CH2:5][CH:4]([C:6](O)=O)[CH2:3]1.CC[N:11]([CH2:14]C)CC.C1C=CC(P(N=[N+]=[N-])(C2C=CC=CC=2)=[O:23])=CC=1.[C:33]([OH:37])([CH3:36])([CH3:35])[CH3:34], predict the reaction product. The product is: [C:33]([O:37][C:14](=[O:23])[NH:11][CH:2]1[CH2:3][C:4](=[CH2:6])[CH2:5]1)([CH3:36])([CH3:35])[CH3:34].